Task: Predict the product of the given reaction.. Dataset: Forward reaction prediction with 1.9M reactions from USPTO patents (1976-2016) (1) Given the reactants [CH:1]1([C:6]([C:42]2[CH:47]=[CH:46][CH:45]=[CH:44][CH:43]=2)([C:36]2[CH:41]=[CH:40][CH:39]=[CH:38][CH:37]=2)[CH:7]2[CH2:31][C:30]([CH3:33])([CH3:32])[C:10]3[CH:11]=[C:12]4[C:20](=[CH:21][C:9]=3[C:8]2([CH3:35])[CH3:34])[CH2:19][C:18]2[CH:17]=[C:16]3[C:22]([CH3:29])([CH3:28])[CH2:23][CH2:24][C:25]([CH3:27])([CH3:26])[C:15]3=[CH:14][C:13]4=2)[CH:5]=[CH:4][CH:3]=[CH:2]1.CCCCCC.[Li]CCCC.Cl[Si:60]([CH3:63])([CH3:62])[CH3:61], predict the reaction product. The product is: [CH3:61][Si:60]([CH3:63])([CH3:62])[C:3]1[CH:4]=[CH:5][CH:1]([C:6]([C:36]2[CH:37]=[CH:38][CH:39]=[CH:40][CH:41]=2)([C:42]2[CH:43]=[CH:44][CH:45]=[CH:46][CH:47]=2)[CH:7]2[CH2:31][C:30]([CH3:32])([CH3:33])[C:10]3[CH:11]=[C:12]4[C:20](=[CH:21][C:9]=3[C:8]2([CH3:34])[CH3:35])[CH2:19][C:18]2[CH:17]=[C:16]3[C:22]([CH3:29])([CH3:28])[CH2:23][CH2:24][C:25]([CH3:27])([CH3:26])[C:15]3=[CH:14][C:13]4=2)[CH:2]=1. (2) Given the reactants [CH3:1][O:2][C:3]1[CH:8]=[CH:7][C:6]([C:9]2[C:17]3[C:16]([NH:18][C@H:19]4[CH2:24][CH2:23][CH2:22][C@H:21]([NH2:25])[CH2:20]4)=[N:15][CH:14]=[N:13][C:12]=3[O:11][C:10]=2[C:26]2[CH:31]=[CH:30][CH:29]=[CH:28][CH:27]=2)=[CH:5][CH:4]=1.C(O)(=O)C.[CH3:36][O:37][C:38](=[O:41])[CH:39]=O.C(O[BH-](OC(=O)C)OC(=O)C)(=O)C.[Na+], predict the reaction product. The product is: [CH3:36][O:37][C:38](=[O:41])[CH2:39][NH:25][C@H:21]1[CH2:22][CH2:23][CH2:24][C@H:19]([NH:18][C:16]2[C:17]3[C:9]([C:6]4[CH:5]=[CH:4][C:3]([O:2][CH3:1])=[CH:8][CH:7]=4)=[C:10]([C:26]4[CH:27]=[CH:28][CH:29]=[CH:30][CH:31]=4)[O:11][C:12]=3[N:13]=[CH:14][N:15]=2)[CH2:20]1. (3) The product is: [N:36]1([CH2:1][C:3]2[CH:12]=[C:11]3[C:6]([C@H:7]([NH:13][C:14](=[O:35])[CH2:15][CH:16]4[CH2:21][CH2:20][CH2:19][CH2:18][N:17]4[S:22]([C:25]4[CH:30]=[CH:29][CH:28]=[C:27]([C:31]([F:33])([F:32])[F:34])[CH:26]=4)(=[O:24])=[O:23])[CH2:8][CH2:9][O:10]3)=[CH:5][CH:4]=2)[CH2:41][CH2:40][CH2:39][CH2:38][CH2:37]1. Given the reactants [CH:1]([C:3]1[CH:12]=[C:11]2[C:6]([C@H:7]([NH:13][C:14](=[O:35])[CH2:15][CH:16]3[CH2:21][CH2:20][CH2:19][CH2:18][N:17]3[S:22]([C:25]3[CH:30]=[CH:29][CH:28]=[C:27]([C:31]([F:34])([F:33])[F:32])[CH:26]=3)(=[O:24])=[O:23])[CH2:8][CH2:9][O:10]2)=[CH:5][CH:4]=1)=O.[NH:36]1[CH2:41][CH2:40][CH2:39][CH2:38][CH2:37]1.[BH-](OC(C)=O)(OC(C)=O)OC(C)=O.[Na+], predict the reaction product.